This data is from Experimentally validated miRNA-target interactions with 360,000+ pairs, plus equal number of negative samples. The task is: Binary Classification. Given a miRNA mature sequence and a target amino acid sequence, predict their likelihood of interaction. (1) The miRNA is rno-miR-92a-3p with sequence UAUUGCACUUGUCCCGGCCUG. The protein sequence of the target gene is MEKDKHSHFYNQKSDFRIEHSMLEELENKLIHSRKTERAKIQQQLAKIHNNVKKLQHQLKDVKPTPDFVEKLREMMEEIENAINTFKEEQRLIYEELIKEEKTTNNELSAISRKIDTWALGNSETEKAFRAISSKVPVDKVTPSTLPEEVLDFEKFLQQTGGRQGAWDDYDHQNFVKVRNKHKGKPTFMEEVLEHLPGKTQDEVQQHEKWYQKFLALEERKKESIQIWKTKKQQKREEIFKLKEKADNTPVLFHNKQEDNQKQKEEQRKKQKLAVEAWKKQKSIEMSMKCASQLKEEEEK.... Result: 0 (no interaction). (2) The miRNA is rno-miR-190a-5p with sequence UGAUAUGUUUGAUAUAUUAGGU. The protein sequence of the target gene is MGLKKMKGLSYDEAFAMANDPLEGFHEVNLASPTSPDLLGVYESGTQEQTTSPSVIYRPHPSALSSVPIQANALDVSELPTQPVYSSPRRLNCAEISSISFHVTDPAPCSTSGVTAGLTKLTTRKDNYNAEREFLQGATITEACDGSDDIFGLSTDSLSRLRSPSVLEVREKGYERLKEELAKAQRELKLKDEECERLSKVRDQLGQELEELTASLFEEAHKMVREANIKQATAEKQLKEAQGKIDVLQAEVAALKTLVLSSSPTSPTQEPLPGGKTPFKKGHTRNKSTSSAMSGSHQDL.... Result: 0 (no interaction).